From a dataset of Full USPTO retrosynthesis dataset with 1.9M reactions from patents (1976-2016). Predict the reactants needed to synthesize the given product. (1) The reactants are: CCN(C(C)C)[CH:4]([CH3:6])[CH3:5].[ClH:10].[NH2:11][CH2:12][C@@H:13]1[CH2:17][CH2:16][N:15]([C:18]2[C:23]([Br:24])=[CH:22][N:21]=[C:20]3[NH:25][CH:26]=[C:27]([NH:28][C:29](=[O:36])[C:30]4[CH:35]=[CH:34][CH:33]=[N:32][CH:31]=4)[C:19]=23)[CH2:14]1.CC(=O)C.[BH-](OC(C)=O)(OC(C)=O)OC(C)=O.[Na+].C([O-])([O-])=O.[Na+].[Na+]. Given the product [ClH:10].[Br:24][C:23]1[C:18]([N:15]2[CH2:16][CH2:17][C@@H:13]([CH2:12][NH:11][CH:4]([CH3:6])[CH3:5])[CH2:14]2)=[C:19]2[C:27]([NH:28][C:29](=[O:36])[C:30]3[CH:35]=[CH:34][CH:33]=[N:32][CH:31]=3)=[CH:26][NH:25][C:20]2=[N:21][CH:22]=1, predict the reactants needed to synthesize it. (2) Given the product [NH2:1][C:2]1[C:7]([C:8]([NH:10][C:11]2[CH:16]=[C:15]([OH:17])[CH:14]=[C:13]([F:19])[CH:12]=2)=[O:9])=[C:6]([Br:22])[N:5]=[CH:4][N:3]=1, predict the reactants needed to synthesize it. The reactants are: [NH2:1][C:2]1[C:7]([C:8]([NH:10][C:11]2[CH:16]=[C:15]([O:17]C)[CH:14]=[C:13]([F:19])[CH:12]=2)=[O:9])=[C:6](Cl)[N:5]=[CH:4][N:3]=1.B(Br)(Br)[Br:22]. (3) Given the product [CH3:1][C:2]1[O:6][N:5]=[C:4]([C:7]2[S:11][C:10]([NH:12][C:25](=[O:26])[CH2:24][C:20]3[S:19][CH:23]=[CH:22][CH:21]=3)=[N:9][C:8]=2[C:13]2[CH:14]=[CH:15][CH:16]=[CH:17][CH:18]=2)[N:3]=1, predict the reactants needed to synthesize it. The reactants are: [CH3:1][C:2]1[O:6][N:5]=[C:4]([C:7]2[S:11][C:10]([NH2:12])=[N:9][C:8]=2[C:13]2[CH:18]=[CH:17][CH:16]=[CH:15][CH:14]=2)[N:3]=1.[S:19]1[CH:23]=[CH:22][CH:21]=[C:20]1[CH2:24][C:25](Cl)=[O:26].